From a dataset of Reaction yield outcomes from USPTO patents with 853,638 reactions. Predict the reaction yield, written as a fraction of the theoretical maximum amount of product (1.0 means a 100% yield; for example, 0.34 means a 34% yield). (1) The reactants are [NH2:1][C:2]1[N:7]=[CH:6][N:5]=[C:4]2[N:8]([CH:19]([C:21]3[O:22][C:23](=[O:39])[C:24]4[C:29]([C:30]=3[C:31]3[CH:32]=[C:33]([CH:36]=[CH:37][CH:38]=3)[CH:34]=O)=[CH:28][CH:27]=[CH:26][CH:25]=4)[CH3:20])[N:9]=[C:10]([C:11]3[CH:16]=[C:15]([OH:17])[CH:14]=[C:13]([F:18])[CH:12]=3)[C:3]=12.CC(O)=O.[CH3:44][NH:45][CH3:46].[O-]S([O-])(=O)=O.[Na+].[Na+].[BH-](OC(C)=O)(OC(C)=O)OC(C)=O.[Na+].C(Cl)[Cl:69]. The catalyst is C1COCC1. The product is [ClH:69].[NH2:1][C:2]1[N:7]=[CH:6][N:5]=[C:4]2[N:8]([CH:19]([C:21]3[O:22][C:23](=[O:39])[C:24]4[C:29]([C:30]=3[C:31]3[CH:38]=[CH:37][CH:36]=[C:33]([CH2:34][N:45]([CH3:46])[CH3:44])[CH:32]=3)=[CH:28][CH:27]=[CH:26][CH:25]=4)[CH3:20])[N:9]=[C:10]([C:11]3[CH:16]=[C:15]([OH:17])[CH:14]=[C:13]([F:18])[CH:12]=3)[C:3]=12. The yield is 0.683. (2) The reactants are [Si]([O:8][C@H:9]1[C@H:13]([F:14])[CH2:12][C@H:11]([CH2:15][C@H:16]2[C:21]([O:22][CH3:23])=N[C@H](C(C)C)C(OC)=[N:17]2)[CH2:10]1)(C(C)(C)C)(C)C.C([O-])([O-])=[O:30].[K+].[K+].[C:35]([O:45]N1C(=O)CCC1=O)([O:37][CH2:38][C:39]1[CH:44]=[CH:43][CH:42]=[CH:41][CH:40]=1)=O. The catalyst is Cl.C(#N)C.O. The product is [CH2:38]([O:37][C:35]([NH:17][C@@H:16]([CH2:15][C@@H:11]1[CH2:10][C@@H:9]([OH:8])[C@H:13]([F:14])[CH2:12]1)[C:21]([O:22][CH3:23])=[O:30])=[O:45])[C:39]1[CH:40]=[CH:41][CH:42]=[CH:43][CH:44]=1. The yield is 0.670. (3) The reactants are C([O-])=O.[NH4+].Cl[C:6]1[N:11]=[N:10][C:9]([NH2:12])=[C:8]([C:13]2[CH:18]=[CH:17][C:16]([CH3:19])=[CH:15][C:14]=2[CH3:20])[CH:7]=1. The catalyst is CO.[Pd]. The product is [CH3:20][C:14]1[CH:15]=[C:16]([CH3:19])[CH:17]=[CH:18][C:13]=1[C:8]1[CH:7]=[CH:6][N:11]=[N:10][C:9]=1[NH2:12]. The yield is 0.990. (4) The reactants are [CH3:1][C:2]1[CH:7]=[C:6]([N:8]2[CH2:12][CH2:11][C@H:10]([CH2:13][N:14]3[CH2:18][CH2:17][CH2:16][C@@H:15]3[CH3:19])[CH2:9]2)[CH:5]=[CH:4][C:3]=1[NH2:20].[F:21][C:22]1[CH:23]=[C:24]([CH:28]=[CH:29][CH:30]=1)[C:25](Cl)=[O:26]. No catalyst specified. The product is [F:21][C:22]1[CH:23]=[C:24]([CH:28]=[CH:29][CH:30]=1)[C:25]([NH:20][C:3]1[CH:4]=[CH:5][C:6]([N:8]2[CH2:12][CH2:11][C@H:10]([CH2:13][N:14]3[CH2:18][CH2:17][CH2:16][C@@H:15]3[CH3:19])[CH2:9]2)=[CH:7][C:2]=1[CH3:1])=[O:26]. The yield is 0.390. (5) The catalyst is C(Cl)Cl. The yield is 0.845. The product is [CH3:36][C@H:16]1[C:17]2[C:22]([N:23]3[CH2:28][CH2:27][N:26]([C:29]([O:31][C:32]([CH3:35])([CH3:34])[CH3:33])=[O:30])[CH2:25][CH2:24]3)=[N:21][CH:20]=[N:19][C:18]=2[C@H:14]([O:13][C:8](=[O:9])[C:7]2[CH:6]=[CH:5][C:4]([N+:1]([O-:3])=[O:2])=[CH:12][CH:11]=2)[CH2:15]1. The reactants are [N+:1]([C:4]1[CH:12]=[CH:11][C:7]([C:8](Cl)=[O:9])=[CH:6][CH:5]=1)([O-:3])=[O:2].[OH:13][C@H:14]1[C:18]2[N:19]=[CH:20][N:21]=[C:22]([N:23]3[CH2:28][CH2:27][N:26]([C:29]([O:31][C:32]([CH3:35])([CH3:34])[CH3:33])=[O:30])[CH2:25][CH2:24]3)[C:17]=2[C@H:16]([CH3:36])[CH2:15]1.C(N(CC)CC)C.C([O-])(O)=O.[Na+]. (6) The reactants are [OH:1][C:2]1[C:9]([N+:10]([O-:12])=[O:11])=[CH:8][C:5]([CH:6]=[O:7])=[CH:4][C:3]=1[I:13].[CH2:14](O)[CH2:15][CH2:16][CH3:17].C1(P(C2C=CC=CC=2)C2C=CC=CC=2)C=CC=CC=1.CCOC(/N=N/C(OCC)=O)=O. The catalyst is C1COCC1. The product is [CH2:14]([O:1][C:2]1[C:9]([N+:10]([O-:12])=[O:11])=[CH:8][C:5]([CH:6]=[O:7])=[CH:4][C:3]=1[I:13])[CH2:15][CH2:16][CH3:17]. The yield is 0.730. (7) The reactants are [CH3:1][CH:2]1[CH2:7][N:6]([C:8]2[N:12]([CH2:13][C:14]([F:17])([F:16])[F:15])[N:11]=[CH:10][C:9]=2[N+:18]([O-])=O)[CH2:5][CH2:4][N:3]1[C:21]([O:23][C:24]([CH3:27])([CH3:26])[CH3:25])=[O:22].[NH4+].[Cl-]. The catalyst is CO.O.[Zn]. The product is [NH2:18][C:9]1[CH:10]=[N:11][N:12]([CH2:13][C:14]([F:16])([F:17])[F:15])[C:8]=1[N:6]1[CH2:5][CH2:4][N:3]([C:21]([O:23][C:24]([CH3:27])([CH3:25])[CH3:26])=[O:22])[CH:2]([CH3:1])[CH2:7]1. The yield is 0.880.